Dataset: Catalyst prediction with 721,799 reactions and 888 catalyst types from USPTO. Task: Predict which catalyst facilitates the given reaction. (1) Reactant: [Mg].Cl[CH:3]1[CH2:8][CH2:7][N:6]([CH3:9])[CH2:5][CH2:4]1.[Cl:10][C:11]1[CH:46]=[CH:45][C:14]([C:15]([C:17]2[CH:18]=[C:19]([C:35]3[CH:40]=[CH:39][N:38]=[C:37]([NH:41][C:42](=[O:44])[CH3:43])[CH:36]=3)[S:20][C:21]=2[C:22]2[N:26]=[CH:25][N:24]([CH2:27][O:28][CH2:29][CH2:30][Si:31]([CH3:34])([CH3:33])[CH3:32])[N:23]=2)=[O:16])=[CH:13][CH:12]=1. Product: [Cl:10][C:11]1[CH:12]=[CH:13][C:14]([C:15]([OH:16])([CH:3]2[CH2:8][CH2:7][N:6]([CH3:9])[CH2:5][CH2:4]2)[C:17]2[CH:18]=[C:19]([C:35]3[CH:40]=[CH:39][N:38]=[C:37]([NH:41][C:42](=[O:44])[CH3:43])[CH:36]=3)[S:20][C:21]=2[C:22]2[N:26]=[CH:25][N:24]([CH2:27][O:28][CH2:29][CH2:30][Si:31]([CH3:32])([CH3:34])[CH3:33])[N:23]=2)=[CH:45][CH:46]=1. The catalyst class is: 7. (2) Reactant: C(O[C:4]([N:6]1[CH2:12][C:11](=[O:13])[C:10]2[CH:14]=[C:15]([CH3:17])[O:16][C:9]=2[CH2:8][CH2:7]1)=O)C.[H-].[Al+3].[Li+].[H-].[H-].[H-]. Product: [CH3:17][C:15]1[O:16][C:9]2[CH2:8][CH2:7][N:6]([CH3:4])[CH2:12][CH:11]([OH:13])[C:10]=2[CH:14]=1. The catalyst class is: 1. (3) Reactant: [O:1]1[CH2:5][CH2:4][O:3][CH:2]1[C:6]1[O:7][CH:8]=[CH:9][CH:10]=1.C([Li])CCC.[F:16][C:17]1[CH:24]=[CH:23][C:20]([CH2:21]Br)=[CH:19][CH:18]=1. Product: [F:16][C:17]1[CH:24]=[CH:23][C:20]([CH2:21][C:8]2[O:7][C:6]([CH:2]3[O:3][CH2:4][CH2:5][O:1]3)=[CH:10][CH:9]=2)=[CH:19][CH:18]=1. The catalyst class is: 7. (4) Reactant: [CH3:1][O:2][C:3]([C:5]1[CH:6]=[CH:7][C:8]2[O:13][CH2:12][CH2:11][NH:10][C:9]=2[CH:14]=1)=[O:4].CCN(C(C)C)C(C)C.[CH3:24][C:25]([O:28][C:29](O[C:29]([O:28][C:25]([CH3:27])([CH3:26])[CH3:24])=[O:30])=[O:30])([CH3:27])[CH3:26]. Product: [CH3:1][O:2][C:3]([C:5]1[CH:6]=[CH:7][C:8]2[O:13][CH2:12][CH2:11][N:10]([C:29]([O:28][C:25]([CH3:27])([CH3:26])[CH3:24])=[O:30])[C:9]=2[CH:14]=1)=[O:4]. The catalyst class is: 1. (5) Product: [C:2](=[O:3])([O:4][CH2:5][CH3:6])[O:7][C:8]1[CH:13]=[CH:12][C:11]([C:14]2[CH:19]=[CH:18][CH:17]=[CH:16][CH:15]=2)=[CH:10][C:9]=1[CH2:20][CH2:21][CH3:22]. Reactant: Cl[C:2]([O:4][CH2:5][CH3:6])=[O:3].[OH:7][C:8]1[CH:13]=[CH:12][C:11]([C:14]2[CH:19]=[CH:18][CH:17]=[CH:16][CH:15]=2)=[CH:10][C:9]=1[CH2:20][CH2:21][CH3:22].C(N(CC)CC)C. The catalyst class is: 13. (6) Reactant: CN(C(ON1N=NC2C=CC=CC1=2)=[N+](C)C)C.[B-](F)(F)(F)F.CCN(CC)CC.[NH2:30][C:31]1[C:32]([C:38]([OH:40])=O)=[N:33][C:34]([Br:37])=[CH:35][N:36]=1.[C:41]([NH:49][NH2:50])(=[O:48])[C:42]1[CH:47]=[CH:46][CH:45]=[CH:44][CH:43]=1. Product: [NH2:30][C:31]1[C:32]([C:38]([NH:50][NH:49][C:41]([C:42]2[CH:47]=[CH:46][CH:45]=[CH:44][CH:43]=2)=[O:48])=[O:40])=[N:33][C:34]([Br:37])=[CH:35][N:36]=1. The catalyst class is: 18.